From a dataset of Reaction yield outcomes from USPTO patents with 853,638 reactions. Predict the reaction yield, written as a fraction of the theoretical maximum amount of product (1.0 means a 100% yield; for example, 0.34 means a 34% yield). (1) The reactants are [Br:1][C:2]1[CH:33]=[CH:32][C:5]([C:6]([O:8][CH:9]2[C:13]3[N:14]=[CH:15][N:16]=[C:17]([N:18]4[CH2:23][CH2:22][N:21]([C:24]([O:26][C:27]([CH3:30])([CH3:29])[CH3:28])=[O:25])[CH2:20][CH2:19]4)[C:12]=3[C@H:11]([CH3:31])[CH2:10]2)=[O:7])=[CH:4][CH:3]=1. The catalyst is C(OCC)(=O)C. The product is [Br:1][C:2]1[CH:33]=[CH:32][C:5]([C:6]([O:8][C@H:9]2[C:13]3[N:14]=[CH:15][N:16]=[C:17]([N:18]4[CH2:19][CH2:20][N:21]([C:24]([O:26][C:27]([CH3:28])([CH3:30])[CH3:29])=[O:25])[CH2:22][CH2:23]4)[C:12]=3[C@H:11]([CH3:31])[CH2:10]2)=[O:7])=[CH:4][CH:3]=1. The yield is 0.370. (2) The reactants are [CH:1]1[C:10]2[C:5](=[CH:6][CH:7]=[CH:8][CH:9]=2)[CH:4]=[CH:3][C:2]=1[C:11]1[CH:16]=[CH:15][N:14]=[C:13]([N:17]2[CH2:22][CH2:21][CH:20]([OH:23])[CH2:19][CH2:18]2)[N:12]=1.CC(OI1(OC(C)=O)(OC(C)=O)OC(=O)C2C=CC=CC1=2)=O. The catalyst is ClCCl. The product is [CH:1]1[C:10]2[C:5](=[CH:6][CH:7]=[CH:8][CH:9]=2)[CH:4]=[CH:3][C:2]=1[C:11]1[CH:16]=[CH:15][N:14]=[C:13]([N:17]2[CH2:18][CH2:19][C:20](=[O:23])[CH2:21][CH2:22]2)[N:12]=1. The yield is 0.370. (3) The reactants are C(OC([C:6]1[C:7](=[O:24])[N:8]([C:17]2[CH:22]=[CH:21][CH:20]=[C:19]([F:23])[CH:18]=2)[C:9]2[C:14]([C:15]=1[OH:16])=[CH:13][CH:12]=[CH:11][N:10]=2)=O)C.[OH-].[K+].Cl. No catalyst specified. The product is [F:23][C:19]1[CH:18]=[C:17]([N:8]2[C:9]3[C:14](=[CH:13][CH:12]=[CH:11][N:10]=3)[C:15]([OH:16])=[CH:6][C:7]2=[O:24])[CH:22]=[CH:21][CH:20]=1. The yield is 0.760. (4) The reactants are [CH2:1]([O:3][C:4]1[CH:5]=[C:6]2[C:11](=[C:12]3[CH2:16][C:15]([CH3:18])([CH3:17])[O:14][C:13]=13)[C:10]([C:19]1[CH:24]=[CH:23][C:22](/[CH:25]=[CH:26]/[C:27]([O:29]C)=[O:28])=[C:21]([CH3:31])[CH:20]=1)=[N:9][C:8]([CH3:33])([CH3:32])[CH2:7]2)[CH3:2].[OH-].[Na+].Cl. The catalyst is CO. The product is [CH2:1]([O:3][C:4]1[CH:5]=[C:6]2[C:11](=[C:12]3[CH2:16][C:15]([CH3:18])([CH3:17])[O:14][C:13]=13)[C:10]([C:19]1[CH:24]=[CH:23][C:22](/[CH:25]=[CH:26]/[C:27]([OH:29])=[O:28])=[C:21]([CH3:31])[CH:20]=1)=[N:9][C:8]([CH3:32])([CH3:33])[CH2:7]2)[CH3:2]. The yield is 0.950. (5) The reactants are C(Cl)(=O)C(Cl)=O.CS(C)=O.[I:11][C:12]1[C:16]([CH2:17][OH:18])=[CH:15][N:14]([CH:19]2[CH2:24][CH2:23][CH2:22][CH2:21][O:20]2)[N:13]=1.C(N(CC)CC)C. The catalyst is ClCCl. The product is [I:11][C:12]1[C:16]([CH:17]=[O:18])=[CH:15][N:14]([CH:19]2[CH2:24][CH2:23][CH2:22][CH2:21][O:20]2)[N:13]=1. The yield is 0.900. (6) The reactants are [C:1]([O:5][C:6]([N:8]1[CH2:12][CH2:11][CH2:10][C:9]1([CH2:16][OH:17])[C:13]([OH:15])=O)=[O:7])([CH3:4])([CH3:3])[CH3:2].CCN(C(C)C)C(C)C.CCN=C=NCCCN(C)C.C1C=CC2N(O)N=NC=2C=1.[CH3:48][O:49][C:50](=[O:53])[CH2:51][NH2:52].Cl. The catalyst is C(Cl)Cl. The product is [C:1]([O:5][C:6]([N:8]1[CH2:12][CH2:11][CH2:10][C:9]1([CH2:16][OH:17])[C:13](=[O:15])[NH:52][CH2:51][C:50]([O:49][CH3:48])=[O:53])=[O:7])([CH3:2])([CH3:3])[CH3:4]. The yield is 0.625. (7) The reactants are [CH3:1][O:2][C:3]1[CH:4]=[C:5]([C:17]2[CH:18]=[CH:19][C:20]3[N:21]([N:23]=[C:24]([NH2:26])[N:25]=3)[CH:22]=2)[CH:6]=[CH:7][C:8]=1[O:9][CH2:10][C:11]1[CH:16]=[CH:15][CH:14]=[CH:13][CH:12]=1.N1C=CC=CC=1.[N:33]1([CH2:39][C:40]2[CH:48]=[CH:47][C:43]([C:44](Cl)=[O:45])=[CH:42][CH:41]=2)[CH2:38][CH2:37][CH2:36][CH2:35][CH2:34]1. The catalyst is ClCCl. The product is [CH2:10]([O:9][C:8]1[CH:7]=[CH:6][C:5]([C:17]2[CH:18]=[CH:19][C:20]3[N:21]([N:23]=[C:24]([NH:26][C:44](=[O:45])[C:43]4[CH:47]=[CH:48][C:40]([CH2:39][N:33]5[CH2:38][CH2:37][CH2:36][CH2:35][CH2:34]5)=[CH:41][CH:42]=4)[N:25]=3)[CH:22]=2)=[CH:4][C:3]=1[O:2][CH3:1])[C:11]1[CH:12]=[CH:13][CH:14]=[CH:15][CH:16]=1. The yield is 0.0900. (8) The reactants are [CH3:1][C:2]1([CH3:8])[NH:6][C:5](=[O:7])[CH2:4][CH2:3]1.[H-].[Na+].[CH2:11](Br)[C:12]1[CH:17]=[CH:16][CH:15]=[CH:14][CH:13]=1.C(OCC)(=O)C.CCCCCC. The catalyst is CN(C=O)C. The product is [CH2:11]([N:6]1[C:2]([CH3:8])([CH3:1])[CH2:3][CH2:4][C:5]1=[O:7])[C:12]1[CH:17]=[CH:16][CH:15]=[CH:14][CH:13]=1. The yield is 0.640. (9) The reactants are [N:1]1([NH:7][C:8](=[O:17])[C:9]2[CH:14]=[CH:13][C:12]([OH:15])=[C:11](Br)[CH:10]=2)[CH2:6][CH2:5][O:4][CH2:3][CH2:2]1.C[C:19]([N:21](C)C)=O. The catalyst is [C-]#N.[Zn+2].[C-]#N.[Pd].[Zn].C1(P(C2C=CC=CC=2)[C-]2C=CC=C2)C=CC=CC=1.[C-]1(P(C2C=CC=CC=2)C2C=CC=CC=2)C=CC=C1.[Fe+2]. The product is [N:1]1([NH:7][C:8](=[O:17])[C:9]2[CH:14]=[CH:13][C:12]([OH:15])=[C:11]([C:19]#[N:21])[CH:10]=2)[CH2:6][CH2:5][O:4][CH2:3][CH2:2]1. The yield is 0.874.